Dataset: Forward reaction prediction with 1.9M reactions from USPTO patents (1976-2016). Task: Predict the product of the given reaction. Given the reactants Cl.[NH2:2][C@H:3]([C:5]1[C:6](=[O:16])[NH:7][C:8]2[C:13]([CH:14]=1)=[CH:12][C:11]([Cl:15])=[CH:10][CH:9]=2)[CH3:4].Cl[C:18]1[N:23]=[C:22]([N:24]([CH3:30])[C:25]([N:27]([CH3:29])[CH3:28])=[O:26])[CH:21]=[CH:20][N:19]=1.CCN(C(C)C)C(C)C.C([O-])([O-])=O.[Cs+].[Cs+], predict the reaction product. The product is: [Cl:15][C:11]1[CH:12]=[C:13]2[C:8](=[CH:9][CH:10]=1)[NH:7][C:6](=[O:16])[C:5]([C@@H:3]([NH:2][C:18]1[N:23]=[C:22]([N:24]([CH3:30])[C:25]([N:27]([CH3:29])[CH3:28])=[O:26])[CH:21]=[CH:20][N:19]=1)[CH3:4])=[CH:14]2.